The task is: Binary Classification. Given a miRNA mature sequence and a target amino acid sequence, predict their likelihood of interaction.. This data is from Experimentally validated miRNA-target interactions with 360,000+ pairs, plus equal number of negative samples. (1) Result: 0 (no interaction). The miRNA is mmu-miR-23b-5p with sequence GGGUUCCUGGCAUGCUGAUUU. The protein sequence of the target gene is MVCKVLIALCIFTAGLRVQGSPTVPLPVSLMTKSSAPVATWTTSAPHTARATTPVASATHNASVLRTTAASLTSQLPTDHREEAVTSPPLKRDVNSTDSSPAGFPSTSSDGHLAPTPEEHSLGSPEATVPATGSQSPMLLSSQAPTSATTSPATSLSESLSASVTSSHNSTVANIQPTEAPMAPASPTEEHSSSHTPTSHVTAEPVPKEKSPQDTEPGKVICESETTTPFLIMQEVENALSSGSIAAITVTVIAVVLLVFGGAAYLKIRHSSYGRLLDDHDYGSWGNYNNPLYDDS. (2) The miRNA is hsa-miR-34b-5p with sequence UAGGCAGUGUCAUUAGCUGAUUG. The protein sequence of the target gene is MKDCEYQQISPGAAPLPASPGARRPGPAASPTPGPGPAPPAAPAPPRWSSSGSGSGSGSGSLGRRPRRKWEVFPGRNRFYCGGRLMLAGHGGVFALTLLLILTTTGLFFVFDCPYLARKLTLAIPIIAAILFFFVMSCLLQTSFTDPGILPRATVCEAAALEKQIDNTGSSTYRPPPRTREVLINGQMVKLKYCFTCKMFRPPRTSHCSVCDNCVERFDHHCPWVGNCVGRRNYRFFYAFILSLSFLTAFIFACVVTHLTLRAQGSNFLSTLKETPASVLELVICFFSIWSILGLSGFHT.... Result: 1 (interaction).